From a dataset of Reaction yield outcomes from USPTO patents with 853,638 reactions. Predict the reaction yield, written as a fraction of the theoretical maximum amount of product (1.0 means a 100% yield; for example, 0.34 means a 34% yield). (1) The reactants are [CH3:1][O:2][C:3]1[CH:8]=[CH:7][C:6]([C:9]2[N:14]3[N:15]=[C:16]([NH:18][C:19]4[CH:26]=[CH:25][C:22]([CH:23]=O)=[CH:21][CH:20]=4)[N:17]=[C:13]3[CH:12]=[CH:11][CH:10]=2)=[CH:5][CH:4]=1.[CH3:27][O:28][CH2:29][CH2:30][NH2:31].C([BH3-])#N.[Na+]. The catalyst is O1CCCC1. The product is [CH3:27][O:28][CH2:29][CH2:30][NH:31][CH2:23][C:22]1[CH:21]=[CH:20][C:19]([NH:18][C:16]2[N:17]=[C:13]3[CH:12]=[CH:11][CH:10]=[C:9]([C:6]4[CH:7]=[CH:8][C:3]([O:2][CH3:1])=[CH:4][CH:5]=4)[N:14]3[N:15]=2)=[CH:26][CH:25]=1. The yield is 0.340. (2) The product is [NH:16]1[C:17]2[C:13](=[CH:12][C:11]([S:8]([N:5]3[CH2:6][CH2:7][C@@H:3]([N:2]([CH3:23])[CH3:1])[CH2:4]3)(=[O:10])=[O:9])=[CH:19][CH:18]=2)[CH2:14][CH2:15]1. The reactants are [CH3:1][N:2]([CH3:23])[C@@H:3]1[CH2:7][CH2:6][N:5]([S:8]([C:11]2[CH:12]=[C:13]3[C:17](=[CH:18][CH:19]=2)[N:16](C(=O)C)[CH2:15][CH2:14]3)(=[O:10])=[O:9])[CH2:4]1.Cl. The yield is 0.650. The catalyst is C1COCC1.